Dataset: Full USPTO retrosynthesis dataset with 1.9M reactions from patents (1976-2016). Task: Predict the reactants needed to synthesize the given product. (1) Given the product [NH2:1][C:2]1[S:3][CH:4]=[C:5]([CH2:7][O:8]/[N:9]=[C:10](/[C:17]2[CH:22]=[CH:21][CH:20]=[CH:19][CH:18]=2)\[C:11]2[N:15]([CH3:23])[C:14](=[O:16])[O:13][N:12]=2)[N:6]=1, predict the reactants needed to synthesize it. The reactants are: [NH2:1][C:2]1[S:3][CH:4]=[C:5]([CH2:7][O:8]/[N:9]=[C:10](/[C:17]2[CH:22]=[CH:21][CH:20]=[CH:19][CH:18]=2)\[C:11]2[NH:15][C:14](=[O:16])[O:13][N:12]=2)[N:6]=1.[C:23](=O)([O-])[O-].[K+].[K+].IC. (2) Given the product [CH3:13][C:11]1[NH:12][C:8]([C:3]2[CH:4]=[CH:5][CH:6]=[CH:7][C:2]=2[NH:1][S:30]([C:26]2[CH:25]=[N:24][CH:29]=[CH:28][CH:27]=2)(=[O:32])=[O:31])=[CH:9][C:10]=1[C:14]([NH2:16])=[O:15], predict the reactants needed to synthesize it. The reactants are: [NH2:1][C:2]1[CH:7]=[CH:6][CH:5]=[CH:4][C:3]=1[C:8]1[NH:12][C:11]([CH3:13])=[C:10]([C:14]([NH2:16])=[O:15])[CH:9]=1.C(N(CC)CC)C.[N:24]1[CH:29]=[CH:28][CH:27]=[C:26]([S:30](Cl)(=[O:32])=[O:31])[CH:25]=1. (3) Given the product [C:38]([O:19][CH2:18][C:5]1[N:4]([C:20]2[CH:21]=[C:22]([C:23]([NH:25][CH3:26])=[O:24])[CH:27]=[CH:28][C:29]=2[CH3:30])[C:3](=[O:31])[C:2]([Br:1])=[C:7]([O:8][CH2:9][C:10]2[CH:15]=[CH:14][C:13]([F:16])=[CH:12][C:11]=2[F:17])[CH:6]=1)(=[O:40])[CH3:39], predict the reactants needed to synthesize it. The reactants are: [Br:1][C:2]1[C:3](=[O:31])[N:4]([C:20]2[CH:21]=[C:22]([CH:27]=[CH:28][C:29]=2[CH3:30])[C:23]([NH:25][CH3:26])=[O:24])[C:5]([CH2:18][OH:19])=[CH:6][C:7]=1[O:8][CH2:9][C:10]1[CH:15]=[CH:14][C:13]([F:16])=[CH:12][C:11]=1[F:17].N1C=CC=CC=1.[C:38](OC(=O)C)(=[O:40])[CH3:39]. (4) Given the product [NH2:5][CH:9]([C@@H:10]([C:12]1[CH:17]=[CH:16][C:15]([NH:18][C:19]2[S:20][CH:21]=[C:22]([C:24]([F:27])([F:26])[F:25])[N:23]=2)=[CH:14][CH:13]=1)[CH3:11])[C:8]#[N:2], predict the reactants needed to synthesize it. The reactants are: [C-]#[N:2].[K+].O.[NH:5]1[C:9]([C@@H:10]([C:12]2[CH:17]=[CH:16][C:15]([NH:18][C:19]3[S:20][CH:21]=[C:22]([C:24]([F:27])([F:26])[F:25])[N:23]=3)=[CH:14][CH:13]=2)[CH3:11])=[CH:8]C=N1.C([O-])(=O)CC.CC(O)=O.[NH4+].[Cl-].[NH4+].[OH-]. (5) Given the product [C:42]([C:17]1[CH:18]=[C:13]([C:9]2[NH:10][C:11](=[O:12])[C:6]3[C:7](=[C:3]([CH2:1][CH3:2])[N:4]([CH:25]4[CH2:26][NH:27][CH2:28]4)[N:5]=3)[N:8]=2)[C:14]([O:21][CH2:22][CH2:23][CH3:24])=[N:15][CH:16]=1)(=[O:43])[CH3:41], predict the reactants needed to synthesize it. The reactants are: [CH2:1]([C:3]1[N:4]([CH:25]2[CH2:28][N:27](C(OC(C)(C)C)=O)[CH2:26]2)[N:5]=[C:6]2[C:11](=[O:12])[NH:10][C:9]([C:13]3[C:14]([O:21][CH2:22][CH2:23][CH3:24])=[N:15][CH:16]=[C:17](C#C)[CH:18]=3)=[N:8][C:7]=12)[CH3:2].S(=O)(=O)(O)O.[CH3:41][C:42](C)=[O:43]. (6) Given the product [C:8]([C:12]1[CH:13]=[C:14]([NH:30][S:31]([CH3:34])(=[O:33])=[O:32])[C:15]([O:28][CH3:29])=[C:16]([NH:18][C:19](=[O:27])[NH:35][C:36]2[C:45]3[C:40](=[CH:41][CH:42]=[CH:43][CH:44]=3)[C:39]([O:46][C:47]3[CH:52]=[CH:51][N:50]=[C:49]([NH:53][C:54]4[CH:59]=[CH:58][C:57]([P:60]([CH3:65])(=[O:64])[O:61][CH2:62][CH3:63])=[C:56]([O:66][CH2:67][CH3:68])[CH:55]=4)[CH:48]=3)=[CH:38][CH:37]=2)[CH:17]=1)([CH3:9])([CH3:11])[CH3:10], predict the reactants needed to synthesize it. The reactants are: C(N(CC)CC)C.[C:8]([C:12]1[CH:13]=[C:14]([NH:30][S:31]([CH3:34])(=[O:33])=[O:32])[C:15]([O:28][CH3:29])=[C:16]([NH:18][C:19](=[O:27])OC2C=CC=CC=2)[CH:17]=1)([CH3:11])([CH3:10])[CH3:9].[NH2:35][C:36]1[C:45]2[C:40](=[CH:41][CH:42]=[CH:43][CH:44]=2)[C:39]([O:46][C:47]2[CH:52]=[CH:51][N:50]=[C:49]([NH:53][C:54]3[CH:59]=[CH:58][C:57]([P:60]([CH3:65])(=[O:64])[O:61][CH2:62][CH3:63])=[C:56]([O:66][CH2:67][CH3:68])[CH:55]=3)[CH:48]=2)=[CH:38][CH:37]=1. (7) Given the product [Br:1][C:2]1[CH:10]=[C:9]2[C:5]([C:6]([C:17]#[N:21])=[N:7][N:8]2[CH:11]2[CH2:16][CH2:15][CH2:14][CH2:13][O:12]2)=[CH:4][CH:3]=1, predict the reactants needed to synthesize it. The reactants are: [Br:1][C:2]1[CH:10]=[C:9]2[C:5]([C:6]([CH:17]=O)=[N:7][N:8]2[CH:11]2[CH2:16][CH2:15][CH2:14][CH2:13][O:12]2)=[CH:4][CH:3]=1.C([N:21](CC)CC)C.Cl.NO.C(OC(C(F)(F)F)=O)(C(F)(F)F)=O. (8) The reactants are: [CH3:1][O:2][C:3]1[C:4]([N+:23]([O-:25])=[O:24])=[C:5](OS(C(F)(F)F)(=O)=O)[CH:6]=[C:7]([N:9]2[CH2:14][CH2:13][O:12][CH2:11][CH2:10]2)[CH:8]=1.P([O-])([O-])([O-])=O.[K+].[K+].[K+].[C:34](B1OC(C)(C)C(C)(C)O1)([CH3:36])=[CH2:35]. Given the product [C:34]([C:5]1[CH:6]=[C:7]([N:9]2[CH2:14][CH2:13][O:12][CH2:11][CH2:10]2)[CH:8]=[C:3]([O:2][CH3:1])[C:4]=1[N+:23]([O-:25])=[O:24])([CH3:36])=[CH2:35], predict the reactants needed to synthesize it. (9) Given the product [ClH:24].[N:1]12[CH2:9][CH2:8][CH:5]([CH2:6][CH2:7]1)[NH:4][CH2:3][CH:2]2[C:10]1[CH:15]=[CH:14][C:13]([NH:16][C:22](=[O:23])[C:21]2[CH:25]=[CH:26][CH:27]=[C:19]([C:17]#[N:18])[CH:20]=2)=[CH:12][CH:11]=1, predict the reactants needed to synthesize it. The reactants are: [N:1]12[CH2:9][CH2:8][CH:5]([CH2:6][CH2:7]1)[NH:4][CH2:3][CH:2]2[C:10]1[CH:15]=[CH:14][C:13]([NH2:16])=[CH:12][CH:11]=1.[C:17]([C:19]1[CH:20]=[C:21]([CH:25]=[CH:26][CH:27]=1)[C:22]([Cl:24])=[O:23])#[N:18]. (10) Given the product [CH2:25]([O:24][C:22]([C:21]1[C:16]([C:13]2[O:14][CH:15]=[C:11]([C:9]([OH:10])=[O:8])[N:12]=2)=[C:17]2[C:41](=[O:42])[N:40]3[CH2:43][CH2:44][CH2:45][N:39]3[C:18]2=[N:19][C:20]=1[CH2:27][CH2:28][C:29]1[CH:34]=[CH:33][C:32]([C:35]([F:38])([F:37])[F:36])=[CH:31][CH:30]=1)=[O:23])[CH3:26], predict the reactants needed to synthesize it. The reactants are: C1COCC1.C([O:8][C:9]([C:11]1[N:12]=[C:13]([C:16]2[C:21]([C:22]([O:24][CH2:25][CH3:26])=[O:23])=[C:20]([CH2:27][CH2:28][C:29]3[CH:34]=[CH:33][C:32]([C:35]([F:38])([F:37])[F:36])=[CH:31][CH:30]=3)[N:19]=[C:18]3[N:39]4[CH2:45][CH2:44][CH2:43][N:40]4[C:41](=[O:42])[C:17]=23)[O:14][CH:15]=1)=[O:10])C.[OH-].[Na+].